Dataset: Catalyst prediction with 721,799 reactions and 888 catalyst types from USPTO. Task: Predict which catalyst facilitates the given reaction. Reactant: [F:1][C:2]1[CH:3]=[C:4]([C:9]2[N:10]=[C:11]3[CH2:26][CH2:25][CH2:24][N:23]([CH2:27][CH2:28][CH2:29][CH2:30][CH2:31][CH2:32][C:33]([O:35]CC)=[O:34])[C:12]3=[N:13][C:14]=2[C:15]2[CH:20]=[CH:19][C:18]([CH3:21])=[C:17]([F:22])[CH:16]=2)[CH:5]=[CH:6][C:7]=1[CH3:8].[Li+].[OH-].Cl. Product: [F:1][C:2]1[CH:3]=[C:4]([C:9]2[N:10]=[C:11]3[CH2:26][CH2:25][CH2:24][N:23]([CH2:27][CH2:28][CH2:29][CH2:30][CH2:31][CH2:32][C:33]([OH:35])=[O:34])[C:12]3=[N:13][C:14]=2[C:15]2[CH:20]=[CH:19][C:18]([CH3:21])=[C:17]([F:22])[CH:16]=2)[CH:5]=[CH:6][C:7]=1[CH3:8]. The catalyst class is: 20.